From a dataset of Reaction yield outcomes from USPTO patents with 853,638 reactions. Predict the reaction yield, written as a fraction of the theoretical maximum amount of product (1.0 means a 100% yield; for example, 0.34 means a 34% yield). (1) The reactants are Cl[C:2]1[CH:11]=[C:10]([C:12]([NH:14][C:15]2[C:25]([CH3:26])=[CH:24][C:18]([C:19]([O:21][CH2:22][CH3:23])=[O:20])=[CH:17][C:16]=2[CH3:27])=[O:13])[C:9]2[C:4](=[CH:5][CH:6]=[CH:7][CH:8]=2)[N:3]=1.[OH:28][CH2:29][C:30]1[CH:31]=[C:32](B(O)O)[CH:33]=[CH:34][CH:35]=1.C([O-])([O-])=O.[K+].[K+].C(Cl)Cl. The catalyst is O1CCOCC1.O.C1C=CC(P(C2C=CC=CC=2)[C-]2C=CC=C2)=CC=1.C1C=CC(P(C2C=CC=CC=2)[C-]2C=CC=C2)=CC=1.Cl[Pd]Cl.[Fe+2]. The product is [OH:28][CH2:29][C:30]1[CH:35]=[C:34]([C:2]2[CH:11]=[C:10]([C:12]([NH:14][C:15]3[C:25]([CH3:26])=[CH:24][C:18]([C:19]([O:21][CH2:22][CH3:23])=[O:20])=[CH:17][C:16]=3[CH3:27])=[O:13])[C:9]3[C:4](=[CH:5][CH:6]=[CH:7][CH:8]=3)[N:3]=2)[CH:33]=[CH:32][CH:31]=1. The yield is 0.723. (2) The reactants are [NH2:1][CH:2]1[C:11]2[C:6](=[CH:7][CH:8]=[C:9]([NH:12][C:13]([C:15]3[C:24](=[O:25])[C:23]4[C:18](=[CH:19][CH:20]=[CH:21][CH:22]=4)[NH:17][CH:16]=3)=[O:14])[CH:10]=2)[CH2:5][CH2:4][CH2:3]1.CCN(C(C)C)C(C)C.Cl[C:36]([O:38][CH3:39])=[O:37].N1CCCCC1. The catalyst is CO. The product is [CH3:39][O:38][C:36]([NH:1][CH:2]1[C:11]2[C:6](=[CH:7][CH:8]=[C:9]([NH:12][C:13]([C:15]3[C:24](=[O:25])[C:23]4[C:18](=[CH:19][CH:20]=[CH:21][CH:22]=4)[NH:17][CH:16]=3)=[O:14])[CH:10]=2)[CH2:5][CH2:4][CH2:3]1)=[O:37]. The yield is 0.350. (3) The yield is 0.790. The catalyst is C(O)C.[C].[Pd]. The product is [CH3:1][C:2]1([CH3:48])[CH2:10][C:9]2[N:8]([CH2:11][O:12][CH2:13][CH2:14][Si:15]([CH3:16])([CH3:17])[CH3:18])[N:7]=[C:6]([C:19]3[N:20]([CH2:40][O:41][CH2:42][CH2:43][Si:44]([CH3:46])([CH3:45])[CH3:47])[C:21]4[C:26]([CH:27]=3)=[CH:25][CH:24]=[C:23]([NH:28][CH3:29])[CH:22]=4)[C:5]=2[CH2:4][CH2:3]1. The reactants are [CH3:1][C:2]1([CH3:48])[CH2:10][C:9]2[N:8]([CH2:11][O:12][CH2:13][CH2:14][Si:15]([CH3:18])([CH3:17])[CH3:16])[N:7]=[C:6]([C:19]3[N:20]([CH2:40][O:41][CH2:42][CH2:43][Si:44]([CH3:47])([CH3:46])[CH3:45])[C:21]4[C:26]([CH:27]=3)=[CH:25][CH:24]=[C:23]([N:28](C)[C:29](=O)OCC3C=CC=CC=3)[CH:22]=4)[C:5]=2[CH2:4][CH2:3]1.C([O-])=O.[NH4+]. (4) The product is [CH:10]([N:8]1[CH2:9][CH:6]([N:26]2[CH2:25][C@H:24]([CH3:23])[O:29][C@H:28]([CH3:30])[CH2:27]2)[CH2:7]1)([C:17]1[CH:22]=[CH:21][CH:20]=[CH:19][CH:18]=1)[C:11]1[CH:16]=[CH:15][CH:14]=[CH:13][CH:12]=1. The yield is 0.650. The catalyst is C(OCC)(=O)C.[Cl-].[Na+].O. The reactants are CS(O[CH:6]1[CH2:9][N:8]([CH:10]([C:17]2[CH:22]=[CH:21][CH:20]=[CH:19][CH:18]=2)[C:11]2[CH:16]=[CH:15][CH:14]=[CH:13][CH:12]=2)[CH2:7]1)(=O)=O.[CH3:23][C@H:24]1[O:29][C@@H:28]([CH3:30])[CH2:27][NH:26][CH2:25]1.CC(O)C.O1CCOCC1. (5) The product is [Si:7]([O:6][CH2:5][CH2:4][CH2:3][C:2](=[O:1])[CH2:24][CH2:25][CH2:26][O:27][Si:28]([C:41]([CH3:44])([CH3:43])[CH3:42])([C:35]1[CH:36]=[CH:37][CH:38]=[CH:39][CH:40]=1)[C:29]1[CH:30]=[CH:31][CH:32]=[CH:33][CH:34]=1)([C:20]([CH3:21])([CH3:22])[CH3:23])([C:14]1[CH:19]=[CH:18][CH:17]=[CH:16][CH:15]=1)[C:8]1[CH:9]=[CH:10][CH:11]=[CH:12][CH:13]=1. The reactants are [OH:1][CH:2]([CH2:24][CH2:25][CH2:26][O:27][Si:28]([C:41]([CH3:44])([CH3:43])[CH3:42])([C:35]1[CH:40]=[CH:39][CH:38]=[CH:37][CH:36]=1)[C:29]1[CH:34]=[CH:33][CH:32]=[CH:31][CH:30]=1)[CH2:3][CH2:4][CH2:5][O:6][Si:7]([C:20]([CH3:23])([CH3:22])[CH3:21])([C:14]1[CH:19]=[CH:18][CH:17]=[CH:16][CH:15]=1)[C:8]1[CH:13]=[CH:12][CH:11]=[CH:10][CH:9]=1.C1C=C[NH+]=CC=1.[O-][Cr](Cl)(=O)=O. The catalyst is C(Cl)Cl.CCOCC. The yield is 0.710.